This data is from Reaction yield outcomes from USPTO patents with 853,638 reactions. The task is: Predict the reaction yield, written as a fraction of the theoretical maximum amount of product (1.0 means a 100% yield; for example, 0.34 means a 34% yield). (1) The reactants are [CH3:1][O:2][C:3]([N:5]1[CH2:10][C:9](=[O:11])[N:8]2[CH:12]([C:15](=O)[NH:16][CH2:17][C:18]([C:20]3[CH:25]=[CH:24][C:23]([Br:26])=[CH:22][CH:21]=3)=O)[CH2:13][CH2:14][CH:7]2[CH2:6]1)=[O:4].C([O-])(=O)C.[NH4+:32]. No catalyst specified. The product is [CH3:1][O:2][C:3]([N:5]1[CH2:10][C:9](=[O:11])[N:8]2[CH:12]([C:15]3[NH:32][C:18]([C:20]4[CH:25]=[CH:24][C:23]([Br:26])=[CH:22][CH:21]=4)=[CH:17][N:16]=3)[CH2:13][CH2:14][CH:7]2[CH2:6]1)=[O:4]. The yield is 0.600. (2) The reactants are [Cl:1][C:2]1[CH:3]=[C:4]2[C:8](=[CH:9][CH:10]=1)[CH2:7][N:6](S(C1C=CC(C)=CC=1)(=O)=O)[CH2:5]2.[BrH:21]. The catalyst is C(O)(=O)C. The yield is 0.960. The product is [BrH:21].[Cl:1][C:2]1[CH:10]=[C:9]2[C:5](=[CH:4][CH:3]=1)[NH:6][CH2:7][CH2:8]2. (3) The reactants are C(O[C:6](=[O:15])[NH:7][C@H:8]1[CH2:13][CH2:12][C@@H:11]([NH2:14])[CH2:10][CH2:9]1)(C)(C)C.CCN(C(C)C)C(C)C.[F:25][C:26]([F:41])([F:40])[C:27]1[CH:28]=[C:29]([CH:33]=[C:34]([C:36]([F:39])([F:38])[F:37])[CH:35]=1)C(Cl)=O.C(O)(C(F)(F)F)=O. The catalyst is C(Cl)Cl. The product is [NH2:14][C@@H:11]1[CH2:10][CH2:9][C@H:8]([NH:7][C:6](=[O:15])[C:29]2[CH:33]=[C:34]([C:36]([F:39])([F:37])[F:38])[CH:35]=[C:27]([C:26]([F:25])([F:41])[F:40])[CH:28]=2)[CH2:13][CH2:12]1. The yield is 0.770. (4) The reactants are [NH2:1][CH:2]([CH:26]([O:28][CH3:29])[CH3:27])[C:3]([N:5]1[CH2:9][CH2:8][CH:7]([O:10][C:11](=[O:13])[CH3:12])[CH:6]1[CH2:14][C:15]1[C:23]2[C:18](=[CH:19][C:20]([F:24])=[CH:21][CH:22]=2)[NH:17][C:16]=1[Cl:25])=[O:4].[C:30]([N:37]([CH3:43])[C@H:38]([C:40](O)=[O:41])[CH3:39])([O:32][C:33]([CH3:36])([CH3:35])[CH3:34])=[O:31].CN(C(ON1N=NC2C=CC=NC1=2)=[N+](C)C)C.F[P-](F)(F)(F)(F)F.CCN(C(C)C)C(C)C. The catalyst is CN1C(=O)CCC1.C(OCC)C. The product is [C:33]([O:32][C:30]([N:37]([CH3:43])[CH:38]([CH3:39])[C:40]([NH:1][CH:2]([CH:26]([O:28][CH3:29])[CH3:27])[C:3]([N:5]1[CH2:9][CH2:8][CH:7]([O:10][C:11](=[O:13])[CH3:12])[CH:6]1[CH2:14][C:15]1[C:23]2[C:18](=[CH:19][C:20]([F:24])=[CH:21][CH:22]=2)[NH:17][C:16]=1[Cl:25])=[O:4])=[O:41])=[O:31])([CH3:36])([CH3:35])[CH3:34]. The yield is 0.990. (5) The reactants are [H-].[Na+].[OH:3][C:4]1[CH:9]=[CH:8][C:7]([CH2:10][CH2:11][CH2:12][CH2:13][N:14]2[C:22](=[O:23])[C:21]3[C:16](=[CH:17][CH:18]=[CH:19][CH:20]=3)[C:15]2=[O:24])=[CH:6][CH:5]=1.[CH3:25][N:26]([CH3:30])[C:27](Cl)=[S:28]. The catalyst is CN(C=O)C. The product is [O:24]=[C:15]1[C:16]2[C:21](=[CH:20][CH:19]=[CH:18][CH:17]=2)[C:22](=[O:23])[N:14]1[CH2:13][CH2:12][CH2:11][CH2:10][C:7]1[CH:8]=[CH:9][C:4]([O:3][C:27](=[S:28])[N:26]([CH3:30])[CH3:25])=[CH:5][CH:6]=1. The yield is 0.590. (6) The reactants are [Cl:1][C:2]1[S:3][C:4]([Cl:12])=[CH:5][C:6]=1[CH2:7][S:8](Cl)(=O)=O.ClC1C=C(CS[C:23](=[O:25])[CH3:24])C=C(F)C=1. No catalyst specified. The product is [Cl:1][C:2]1[S:3][C:4]([Cl:12])=[CH:5][C:6]=1[CH2:7][S:8][C:23](=[O:25])[CH3:24]. The yield is 0.800.